From a dataset of Reaction yield outcomes from USPTO patents with 853,638 reactions. Predict the reaction yield, written as a fraction of the theoretical maximum amount of product (1.0 means a 100% yield; for example, 0.34 means a 34% yield). (1) The reactants are C1(P(C2C=CC=CC=2)C2C=CC=CC=2)C=CC=CC=1.BrN1C(=O)CCC1=O.[Cl:28][C:29]1[CH:30]=[C:31]([CH:39]([CH2:43][CH:44]2[CH2:48][CH2:47][CH2:46][CH2:45]2)[C:40]([OH:42])=O)[CH:32]=[CH:33][C:34]=1[S:35]([CH3:38])(=[O:37])=[O:36].[NH2:49][C:50]1[CH:55]=[CH:54][C:53]([C:56]([F:59])([F:58])[F:57])=[CH:52][N:51]=1.N1C=CC=CC=1. The catalyst is C(Cl)Cl.O. The product is [Cl:28][C:29]1[CH:30]=[C:31]([CH:39]([CH2:43][CH:44]2[CH2:48][CH2:47][CH2:46][CH2:45]2)[C:40]([NH:49][C:50]2[CH:55]=[CH:54][C:53]([C:56]([F:58])([F:57])[F:59])=[CH:52][N:51]=2)=[O:42])[CH:32]=[CH:33][C:34]=1[S:35]([CH3:38])(=[O:36])=[O:37]. The yield is 0.430. (2) The reactants are Br.[Br:2][C:3]1[CH:4]=[N:5][C:6]([C:9]2[CH:14]=[CH:13][C:12]([CH2:15][C@H:16]([NH:24]C(=O)OCC3C=CC=CC=3)[C:17]([NH:19][S:20]([CH3:23])(=[O:22])=[O:21])=[O:18])=[CH:11][CH:10]=2)=[N:7][CH:8]=1.C(OCC)C. The catalyst is CC(O)=O. The product is [NH2:24][C@@H:16]([CH2:15][C:12]1[CH:11]=[CH:10][C:9]([C:6]2[N:7]=[CH:8][C:3]([Br:2])=[CH:4][N:5]=2)=[CH:14][CH:13]=1)[C:17]([NH:19][S:20]([CH3:23])(=[O:21])=[O:22])=[O:18]. The yield is 1.00. (3) The reactants are [C:1]([NH:24][CH2:25][CH2:26][NH:27][P:28](=O)([O:39]C1C=CC=CC=1)[O:29][C:30]1[CH:35]=[CH:34][C:33]([N+]([O-])=O)=[CH:32][CH:31]=1)(=[O:23])[CH2:2][CH2:3]/[CH:4]=[CH:5]\[CH2:6]/[CH:7]=[CH:8]\[CH2:9]/[CH:10]=[CH:11]\[CH2:12]/[CH:13]=[CH:14]\[CH2:15]/[CH:16]=[CH:17]\[CH2:18]/[CH:19]=[CH:20]\[CH2:21][CH3:22].C([Mg]Cl)(C)(C)C.[CH3:53][C:54]1[C:60](=[O:61])[NH:59][C:57](=[O:58])[N:56]([C@@H:62]2[O:66][C@H:65]([CH2:67][OH:68])[C@@H:64]([N:69]=[N+:70]=[N-:71])[CH2:63]2)[CH:55]=1. The catalyst is C1COCC1. The product is [C:1]([NH:24][CH2:25][CH2:26][NH:27][P:28](=[O:39])([O:29][C:30]1[CH:35]=[CH:34][CH:33]=[CH:32][CH:31]=1)[O:68][CH2:67][C@@H:65]1[C@@H:64]([N:69]=[N+:70]=[N-:71])[CH2:63][C@@H:62]([N:56]2[CH:55]=[C:54]([CH3:53])[C:60](=[O:61])[NH:59][C:57]2=[O:58])[O:66]1)(=[O:23])[CH2:2][CH2:3]/[CH:4]=[CH:5]\[CH2:6]/[CH:7]=[CH:8]\[CH2:9]/[CH:10]=[CH:11]\[CH2:12]/[CH:13]=[CH:14]\[CH2:15]/[CH:16]=[CH:17]\[CH2:18]/[CH:19]=[CH:20]\[CH2:21][CH3:22]. The yield is 0.240.